This data is from CYP3A4 inhibition data for predicting drug metabolism from PubChem BioAssay. The task is: Regression/Classification. Given a drug SMILES string, predict its absorption, distribution, metabolism, or excretion properties. Task type varies by dataset: regression for continuous measurements (e.g., permeability, clearance, half-life) or binary classification for categorical outcomes (e.g., BBB penetration, CYP inhibition). Dataset: cyp3a4_veith. (1) The compound is Cc1ccc2oc(-c3cccc(NC(=S)NC(=O)/C=C/c4ccco4)c3)nc2c1. The result is 1 (inhibitor). (2) The compound is CC(C)OCCCN1CN(S(=O)(=O)c2cccc(Cl)c2)c2nc3ccccc3nc21. The result is 1 (inhibitor). (3) The compound is COC(=O)[C@@]1(Cc2ccc(F)cc2)[C@H]2c3cc(C(=O)N(C)C)n(Cc4ccsc4Br)c3C[C@H]2CN1C(=O)c1ccccc1. The result is 1 (inhibitor). (4) The drug is Cc1cnc(CNc2ncncc2-c2ccccc2C)cn1. The result is 1 (inhibitor). (5) The molecule is CCCOc1ccc2oc(=O)c3c(c2c1)CCCN3C(=O)CN1CCCC(C(=O)OCC)C1. The result is 1 (inhibitor). (6) The molecule is CN(Cc1ccco1)c1ncnc2ccc(-c3ccccc3Cl)cc12. The result is 1 (inhibitor).